From a dataset of NCI-60 drug combinations with 297,098 pairs across 59 cell lines. Regression. Given two drug SMILES strings and cell line genomic features, predict the synergy score measuring deviation from expected non-interaction effect. (1) Drug 1: CN(C)N=NC1=C(NC=N1)C(=O)N. Drug 2: CC1=C(C(=CC=C1)Cl)NC(=O)C2=CN=C(S2)NC3=CC(=NC(=N3)C)N4CCN(CC4)CCO. Cell line: U251. Synergy scores: CSS=4.35, Synergy_ZIP=-4.46, Synergy_Bliss=-4.16, Synergy_Loewe=-4.48, Synergy_HSA=-2.67. (2) Drug 1: CNC(=O)C1=CC=CC=C1SC2=CC3=C(C=C2)C(=NN3)C=CC4=CC=CC=N4. Drug 2: C1=NC2=C(N1)C(=S)N=C(N2)N. Cell line: CAKI-1. Synergy scores: CSS=46.2, Synergy_ZIP=-3.68, Synergy_Bliss=-3.36, Synergy_Loewe=-2.39, Synergy_HSA=-1.31.